From a dataset of Reaction yield outcomes from USPTO patents with 853,638 reactions. Predict the reaction yield, written as a fraction of the theoretical maximum amount of product (1.0 means a 100% yield; for example, 0.34 means a 34% yield). (1) The reactants are [CH3:1][O:2][C:3]1[N:4]=[CH:5][C:6]2[N:11]=[C:10]([N:12]=[C:13](SC)SC)[S:9][C:7]=2[N:8]=1.Cl.Cl.[NH2:20][CH2:21][C@@:22]1([OH:30])[CH:27]2[CH2:28][CH2:29][N:24]([CH2:25][CH2:26]2)[CH2:23]1.C(=O)([O-])[O-].[Cs+].[Cs+].O. The catalyst is CN(C=O)C. The product is [CH3:1][O:2][C:3]1[N:4]=[CH:5][C:6]2[N:11]=[C:10]([NH:12][C:13]3[O:30][C@:22]4([CH2:21][N:20]=3)[CH:27]3[CH2:28][CH2:29][N:24]([CH2:25][CH2:26]3)[CH2:23]4)[S:9][C:7]=2[N:8]=1. The yield is 0.640. (2) The reactants are C([NH:8][C@@H:9]1[CH2:14][C@H:13]([C:15]2[CH:20]=[CH:19][N:18]=[CH:17][C:16]=2[N+:21]([O-])=O)[O:12][C@H:11]([CH2:24][CH3:25])[C@@:10]1([CH3:27])[OH:26])C1C=CC=CC=1.[CH3:40][C:39]([O:38][C:36](O[C:36]([O:38][C:39]([CH3:42])([CH3:41])[CH3:40])=[O:37])=[O:37])([CH3:42])[CH3:41]. The catalyst is [OH-].[OH-].[Pd+2].CO.CCOC(C)=O. The product is [NH2:21][C:16]1[CH:17]=[N:18][CH:19]=[CH:20][C:15]=1[C@@H:13]1[O:12][C@H:11]([CH2:24][CH3:25])[C@:10]([OH:26])([CH3:27])[C@H:9]([NH:8][C:36](=[O:37])[O:38][C:39]([CH3:40])([CH3:41])[CH3:42])[CH2:14]1.[NH2:21][C:16]1[CH:17]=[N:18][CH:19]=[CH:20][C:15]=1[C@H:13]1[O:12][C@@H:11]([CH2:24][CH3:25])[C@@:10]([OH:26])([CH3:27])[C@@H:9]([NH:8][C:36](=[O:37])[O:38][C:39]([CH3:40])([CH3:41])[CH3:42])[CH2:14]1. The yield is 0.420.